The task is: Predict the reactants needed to synthesize the given product.. This data is from Full USPTO retrosynthesis dataset with 1.9M reactions from patents (1976-2016). (1) Given the product [OH:14][CH2:15][CH:16]1[O:20][C:19](=[O:21])[N:18]([C:2]2[CH:13]=[CH:12][C:5]3[CH2:6][CH2:7][CH2:8][C:9](=[O:11])[CH2:10][C:4]=3[CH:3]=2)[CH2:17]1, predict the reactants needed to synthesize it. The reactants are: Br[C:2]1[CH:13]=[CH:12][C:5]2[CH2:6][CH2:7][CH2:8][C:9](=[O:11])[CH2:10][C:4]=2[CH:3]=1.[OH:14][CH2:15][CH:16]1[O:20][C:19](=[O:21])[NH:18][CH2:17]1.N[C@@H]1CCCC[C@H]1N.C(=O)([O-])[O-].[K+].[K+]. (2) Given the product [Br:1][C:2]1[C:3]([O:10][CH2:20][O:21][CH2:22][CH2:23][O:24][CH3:25])=[C:4]([CH:7]=[CH:8][CH:9]=1)[CH:5]=[O:6], predict the reactants needed to synthesize it. The reactants are: [Br:1][C:2]1[C:3]([OH:10])=[C:4]([CH:7]=[CH:8][CH:9]=1)[CH:5]=[O:6].C(N(C(C)C)CC)(C)C.[CH3:20][O:21][CH2:22][CH2:23][O:24][CH2:25]Cl. (3) Given the product [Br:1][C:2]1[CH:8]=[C:7]([CH3:9])[CH:5]=[C:4]([O:10][CH3:11])[CH:3]=1, predict the reactants needed to synthesize it. The reactants are: [Br:1][C:2]1[CH:8]=[C:7]([CH3:9])[C:5](N)=[C:4]([O:10][CH3:11])[CH:3]=1.Cl.N([O-])=O.[Na+].O[PH2]=O. (4) Given the product [CH3:5][O:6][C:7](=[O:11])[C:8]([C:16]1[C:17]2[C:22](=[CH:21][CH:20]=[CH:19][CH:18]=2)[C:13]([Br:12])=[CH:14][CH:15]=1)=[O:9], predict the reactants needed to synthesize it. The reactants are: [Al+3].[Cl-].[Cl-].[Cl-].[CH3:5][O:6][C:7](=[O:11])[C:8](Cl)=[O:9].[Br:12][C:13]1[C:22]2[C:17](=[CH:18][CH:19]=[CH:20][CH:21]=2)[CH:16]=[CH:15][CH:14]=1.O. (5) Given the product [ClH:33].[CH3:1][C:2]1[N:3]=[C:4]2[CH:9]=[CH:8][C:7]([NH:10][C:11](=[O:12])[C:13]3[CH:14]=[CH:15][C:16]([C:19]4[CH2:24][CH2:23][NH:22][CH2:21][CH:20]=4)=[N:17][CH:18]=3)=[CH:6][N:5]2[CH:32]=1, predict the reactants needed to synthesize it. The reactants are: [CH3:1][C:2]1[N:3]=[C:4]2[CH:9]=[CH:8][C:7]([NH:10][C:11]([C:13]3[CH:14]=[CH:15][C:16]([C:19]4[CH2:24][CH2:23][N:22](C(OC(C)(C)C)=O)[CH2:21][CH:20]=4)=[N:17][CH:18]=3)=[O:12])=[CH:6][N:5]2[CH:32]=1.[ClH:33]. (6) Given the product [Br:8][C:9]1[CH:10]=[C:11]([CH:12]=[CH:13][CH:14]=1)[CH2:15][C:17]1[S:18][C:19]2[CH:26]=[CH:25][CH:24]=[CH:23][C:20]=2[C:21]=1[CH3:22], predict the reactants needed to synthesize it. The reactants are: C([SiH](CC)CC)C.[Br:8][C:9]1[CH:10]=[C:11]([CH:15]([C:17]2[S:18][C:19]3[CH:26]=[CH:25][CH:24]=[CH:23][C:20]=3[C:21]=2[CH3:22])O)[CH:12]=[CH:13][CH:14]=1.C(=O)([O-])[O-].[Na+].[Na+]. (7) Given the product [CH:19]([N:1]([CH2:2][CH3:3])[CH:6]([CH3:5])[CH3:7])([CH3:20])[CH3:18], predict the reactants needed to synthesize it. The reactants are: [N:1]1[CH:6]=[CH:5]C=[CH:3][CH:2]=1.[CH2:7](N(CC)CC)C.ClCCl.O1C[CH2:20][CH2:19][CH2:18]1. (8) Given the product [CH2:31]([N:16]1[C:15](=[O:20])[C:14]([NH:13][CH2:12][C:11]([N:8]2[CH2:9][CH2:10][CH:5]([O:4][C:3]3[CH:22]=[C:23]([C:26]([F:29])([F:27])[F:28])[CH:24]=[CH:25][C:2]=3[Cl:1])[CH2:6][CH2:7]2)=[O:21])=[CH:19][CH:18]=[N:17]1)[C:32]#[C:33][CH3:34], predict the reactants needed to synthesize it. The reactants are: [Cl:1][C:2]1[CH:25]=[CH:24][C:23]([C:26]([F:29])([F:28])[F:27])=[CH:22][C:3]=1[O:4][CH:5]1[CH2:10][CH2:9][N:8]([C:11](=[O:21])[CH2:12][NH:13][C:14]2[C:15](=[O:20])[NH:16][N:17]=[CH:18][CH:19]=2)[CH2:7][CH2:6]1.Br[CH2:31][C:32]#[C:33][CH3:34]. (9) Given the product [F:16][C@H:11]1[C@@H:10]([O:9][C:8]2[CH:7]=[CH:6][C:5]([C:17]3[N:18]=[C:19]([NH:23][C:24]4[CH:25]=[N:26][N:27]([CH3:33])[C:28]=4[CH2:29][OH:30])[N:20]=[CH:21][N:22]=3)=[CH:4][C:3]=2[C:1]#[N:2])[CH2:15][CH2:14][NH:13][CH2:12]1, predict the reactants needed to synthesize it. The reactants are: [C:1]([C:3]1[CH:4]=[C:5]([C:17]2[N:22]=[CH:21][N:20]=[C:19]([NH:23][C:24]3[CH:25]=[N:26][N:27]([CH3:33])[C:28]=3[C:29](OC)=[O:30])[N:18]=2)[CH:6]=[CH:7][C:8]=1[O:9][C@H:10]1[CH2:15][CH2:14][NH:13][CH2:12][C@H:11]1[F:16])#[N:2].[H-].[Al+3].[Li+].[H-].[H-].[H-]. (10) Given the product [Cl:26][CH2:25][CH2:24][CH2:23][CH:22]([C:21]1[O:34][C:17](/[CH:16]=[CH:15]/[C:5]2[CH:6]=[CH:7][C:8]([N:9]3[CH:13]=[C:12]([CH3:14])[N:11]=[CH:10]3)=[C:3]([O:2][CH3:1])[CH:4]=2)=[N:19][N:20]=1)[C:27]1[CH:32]=[CH:31][C:30]([Cl:33])=[CH:29][CH:28]=1, predict the reactants needed to synthesize it. The reactants are: [CH3:1][O:2][C:3]1[CH:4]=[C:5](/[CH:15]=[CH:16]/[C:17]([NH:19][NH:20][C:21](=[O:34])[CH:22]([C:27]2[CH:32]=[CH:31][C:30]([Cl:33])=[CH:29][CH:28]=2)[CH2:23][CH2:24][CH2:25][Cl:26])=O)[CH:6]=[CH:7][C:8]=1[N:9]1[CH:13]=[C:12]([CH3:14])[N:11]=[CH:10]1.